Dataset: Forward reaction prediction with 1.9M reactions from USPTO patents (1976-2016). Task: Predict the product of the given reaction. (1) The product is: [CH3:1][O:2][C:3]1[CH:17]=[CH:16][CH:15]=[CH:14][C:4]=1[O:5][C:6]1[CH:13]=[CH:12][C:9]([CH2:10][NH2:11])=[CH:8][CH:7]=1. Given the reactants [CH3:1][O:2][C:3]1[CH:17]=[CH:16][CH:15]=[CH:14][C:4]=1[O:5][C:6]1[CH:13]=[CH:12][C:9]([C:10]#[N:11])=[CH:8][CH:7]=1.[H-].[Al+3].[Li+].[H-].[H-].[H-].C1COCC1.[OH-].[Na+], predict the reaction product. (2) Given the reactants [C:1]([O:5][C:6]([N:8]1[CH2:13][CH2:12][CH2:11][CH:10]([C:14]([OH:16])=[O:15])[CH2:9]1)=[O:7])([CH3:4])([CH3:3])[CH3:2].C(N=C=NCCCN(C)C)C.[CH2:28](O)/[CH:29]=[CH:30]\[CH3:31].[Cl-].[Na+], predict the reaction product. The product is: [C:1]([O:5][C:6]([N:8]1[CH2:13][CH2:12][CH2:11][CH:10]([C:14]([O:16][CH2:28]/[CH:29]=[CH:30]\[CH3:31])=[O:15])[CH2:9]1)=[O:7])([CH3:4])([CH3:2])[CH3:3]. (3) Given the reactants [CH3:1][O:2][C:3]1[C:8]([N+:9]([O-])=O)=[CH:7][CH:6]=[CH:5][C:4]=1[C:12]1[CH:17]=[CH:16][CH:15]=[C:14]([C:18]([OH:20])=[O:19])[CH:13]=1.C([O-])=O.[NH4+], predict the reaction product. The product is: [CH3:1][O:2][C:3]1[C:8]([NH2:9])=[CH:7][CH:6]=[CH:5][C:4]=1[C:12]1[CH:17]=[CH:16][CH:15]=[C:14]([C:18]([OH:20])=[O:19])[CH:13]=1. (4) Given the reactants [CH2:1]([C:3]1[C:11]2[C:6](=[CH:7][CH:8]=[CH:9][C:10]=2[NH:12][C:13]([C:15]2[N:19]3[CH:20]=[CH:21][C:22]([O:24][C@H:25]4[C@H:29]([OH:30])[CH2:28][NH:27][CH2:26]4)=[CH:23][C:18]3=[N:17][CH:16]=2)=[O:14])[N:5]([CH2:31][C:32]2[CH:37]=[CH:36][CH:35]=[C:34]([CH3:38])[N:33]=2)[N:4]=1)[CH3:2].[BH-](OC(C)=O)(OC(C)=O)[O:40][C:41](C)=O.[Na+].C=O.CO.[CH2:57]([Cl:59])[Cl:58], predict the reaction product. The product is: [CH2:57]([Cl:59])[Cl:58].[CH3:13][OH:14].[NH4+:4].[OH-:40].[CH2:1]([C:3]1[C:11]2[C:6](=[CH:7][CH:8]=[CH:9][C:10]=2[NH:12][C:13]([C:15]2[N:19]3[CH:20]=[CH:21][C:22]([O:24][C@H:25]4[C@H:29]([OH:30])[CH2:28][N:27]([CH3:41])[CH2:26]4)=[CH:23][C:18]3=[N:17][CH:16]=2)=[O:14])[N:5]([CH2:31][C:32]2[CH:37]=[CH:36][CH:35]=[C:34]([CH3:38])[N:33]=2)[N:4]=1)[CH3:2]. (5) Given the reactants [CH:1]([C:4]1[CH:5]=[C:6]([CH:9]=[C:10]([CH:21]([CH3:23])[CH3:22])[C:11]=1[O:12][CH2:13][CH2:14][N:15]1[CH2:20][CH2:19][O:18][CH2:17][CH2:16]1)[CH:7]=O)([CH3:3])[CH3:2].[Cl:24][C:25]1[CH:26]=[C:27]2[C:31](=[CH:32][CH:33]=1)[NH:30][C:29](=[O:34])[CH2:28]2.N1CCCC1.Cl, predict the reaction product. The product is: [Cl:24][C:25]1[CH:26]=[C:27]2[C:31](=[CH:32][CH:33]=1)[NH:30][C:29](=[O:34])[C:28]2=[CH:7][C:6]1[CH:5]=[C:4]([CH:1]([CH3:3])[CH3:2])[C:11]([O:12][CH2:13][CH2:14][N:15]2[CH2:20][CH2:19][O:18][CH2:17][CH2:16]2)=[C:10]([CH:21]([CH3:23])[CH3:22])[CH:9]=1. (6) Given the reactants [F:1][C:2]1[CH:10]=[CH:9][C:5]([C:6]([OH:8])=O)=[CH:4][CH:3]=1.CN(C(ON1N=NC2C=CC=NC1=2)=[N+](C)C)C.F[P-](F)(F)(F)(F)F.C(N(C(C)C)C(C)C)C.[CH3:44][O:45][C:46]1[C:51]2[N:52]=[C:53]([NH2:55])[S:54][C:50]=2[C:49]([CH:56]2[CH2:61][CH2:60][O:59][CH2:58][CH2:57]2)=[CH:48][CH:47]=1, predict the reaction product. The product is: [F:1][C:2]1[CH:3]=[CH:4][C:5]([C:6]([NH:55][C:53]2[S:54][C:50]3[C:49]([CH:56]4[CH2:57][CH2:58][O:59][CH2:60][CH2:61]4)=[CH:48][CH:47]=[C:46]([O:45][CH3:44])[C:51]=3[N:52]=2)=[O:8])=[CH:9][CH:10]=1. (7) Given the reactants [CH2:1]([NH:8][C:9](=[O:55])[NH:10][C:11]1[CH:16]=[CH:15][C:14]([N:17]2[C:21]([CH3:22])=[CH:20][C:19]([C:23]([N:25]([CH2:30][CH2:31][CH2:32][CH3:33])[CH2:26][CH2:27][CH2:28][CH3:29])=[O:24])=[N:18]2)=[C:13]([C:34]([N:36]2[C@H:45]([CH2:46][O:47][Si](C(C)(C)C)(C)C)[CH2:44][C:43]3[C:38](=[CH:39][CH:40]=[CH:41][CH:42]=3)[CH2:37]2)=[O:35])[CH:12]=1)[C:2]1[CH:7]=[CH:6][CH:5]=[CH:4][CH:3]=1.Cl.C([O-])(O)=O.[Na+], predict the reaction product. The product is: [CH2:1]([NH:8][C:9](=[O:55])[NH:10][C:11]1[CH:16]=[CH:15][C:14]([N:17]2[C:21]([CH3:22])=[CH:20][C:19]([C:23]([N:25]([CH2:30][CH2:31][CH2:32][CH3:33])[CH2:26][CH2:27][CH2:28][CH3:29])=[O:24])=[N:18]2)=[C:13]([C:34]([N:36]2[C@H:45]([CH2:46][OH:47])[CH2:44][C:43]3[C:38](=[CH:39][CH:40]=[CH:41][CH:42]=3)[CH2:37]2)=[O:35])[CH:12]=1)[C:2]1[CH:3]=[CH:4][CH:5]=[CH:6][CH:7]=1.